Predict the product of the given reaction. From a dataset of Forward reaction prediction with 1.9M reactions from USPTO patents (1976-2016). (1) Given the reactants C[O:2][C:3](=[O:44])[C:4]1[CH:9]=[CH:8][C:7]([C:10]2[C:11]([NH2:43])=[N:12][CH:13]=[N:14][C:15]=2[N:16]2[CH2:21][CH2:20][CH:19]([C:22]3[N:23]([CH2:38][CH2:39][N:40]([CH3:42])[CH3:41])[CH:24]=[C:25]([C:27]4[CH:32]=[CH:31][C:30]([F:33])=[C:29]([C:34]([F:37])([F:36])[F:35])[CH:28]=4)[N:26]=3)[CH2:18][CH2:17]2)=[CH:6][CH:5]=1.O.[OH-].[Li+].C1COCC1, predict the reaction product. The product is: [NH2:43][C:11]1[C:10]([C:7]2[CH:6]=[CH:5][C:4]([C:3]([OH:44])=[O:2])=[CH:9][CH:8]=2)=[C:15]([N:16]2[CH2:17][CH2:18][CH:19]([C:22]3[N:23]([CH2:38][CH2:39][N:40]([CH3:42])[CH3:41])[CH:24]=[C:25]([C:27]4[CH:32]=[CH:31][C:30]([F:33])=[C:29]([C:34]([F:37])([F:36])[F:35])[CH:28]=4)[N:26]=3)[CH2:20][CH2:21]2)[N:14]=[CH:13][N:12]=1. (2) Given the reactants Cl[C:2]1[CH:7]=[CH:6][C:5]([N+:8]([O-:10])=[O:9])=[CH:4][N:3]=1.[C:11]([N:18]1[CH2:23][CH2:22][NH:21][CH2:20][CH2:19]1)([O:13][C:14]([CH3:17])([CH3:16])[CH3:15])=[O:12], predict the reaction product. The product is: [C:14]([O:13][C:11]([N:18]1[CH2:23][CH2:22][N:21]([C:2]2[CH:7]=[CH:6][C:5]([N+:8]([O-:10])=[O:9])=[CH:4][N:3]=2)[CH2:20][CH2:19]1)=[O:12])([CH3:17])([CH3:15])[CH3:16]. (3) Given the reactants [ClH:1].Br[CH:3]1[CH:8]2[N:9](C(OC(C)(C)C)=O)[CH:5]([CH2:6][CH2:7]2)[CH:4]1[C:17]([O:19][CH2:20][CH3:21])=[O:18].C(OCC)(=O)C.CCCCCC, predict the reaction product. The product is: [ClH:1].[CH:5]12[NH:9][CH:8]([CH2:7][CH2:6]1)[CH2:3][CH:4]2[C:17]([O:19][CH2:20][CH3:21])=[O:18]. (4) Given the reactants [Br:1][C:2]1[N:7]=[C:6]2[C:8]([CH3:29])=[C:9]([CH:11]([NH:18][C:19]3[CH:28]=[CH:27][C:22]([C:23]([O:25]C)=[O:24])=[CH:21][CH:20]=3)[CH:12]3[CH2:17][CH2:16][CH2:15][CH2:14][CH2:13]3)[O:10][C:5]2=[CH:4][CH:3]=1.[OH-].[Li+].C(O)C, predict the reaction product. The product is: [Br:1][C:2]1[N:7]=[C:6]2[C:8]([CH3:29])=[C:9]([CH:11]([NH:18][C:19]3[CH:20]=[CH:21][C:22]([C:23]([OH:25])=[O:24])=[CH:27][CH:28]=3)[CH:12]3[CH2:17][CH2:16][CH2:15][CH2:14][CH2:13]3)[O:10][C:5]2=[CH:4][CH:3]=1. (5) Given the reactants [Br:1][C:2]1[CH:3]=[C:4]2[C:9](=[CH:10][CH:11]=1)[CH:8]=[C:7]([OH:12])[CH:6]=[CH:5]2.Cl.[N:14](=[CH:22][CH2:23]Cl)[CH2:15][CH2:16][CH2:17][CH2:18][CH2:19][CH2:20]Cl.[OH-].[Na+], predict the reaction product. The product is: [Br:1][C:2]1[CH:3]=[C:4]2[C:9](=[CH:10][CH:11]=1)[CH:8]=[C:7]([O:12][CH2:23][CH2:22][N:14]1[CH2:20][CH2:19][CH2:18][CH2:17][CH2:16][CH2:15]1)[CH:6]=[CH:5]2. (6) The product is: [Cl:61][C:41]1[CH:42]=[CH:43][CH:44]=[CH:45][C:46]=1[CH2:38][N:13]1[C:14]2[C:19](=[CH:18][C:17]([O:20][C:21]([F:24])([F:22])[F:23])=[CH:16][CH:15]=2)[C:11]([C:9]2[N:8]=[C:6]3[N:5]([CH:10]=2)[N:4]=[C:3]([O:2][CH3:1])[S:7]3)=[C:12]1[CH2:25][OH:27]. Given the reactants [CH3:1][O:2][C:3]1[S:7][C:6]2=[N:8][C:9]([C:11]3[C:19]4[C:14](=[CH:15][CH:16]=[C:17]([O:20][C:21]([F:24])([F:23])[F:22])[CH:18]=4)[NH:13][C:12]=3[C:25]([O:27]C)=O)=[CH:10][N:5]2[N:4]=1.BrC1SC2=NC([C:38]3[C:46]4[C:41](=[CH:42][CH:43]=[C:44](OC(F)(F)F)[CH:45]=4)NC=3C(OCC)=O)=CN2N=1.C[O-].[Na+].C(Cl)[Cl:61].CO, predict the reaction product. (7) Given the reactants [CH3:1][O:2][CH2:3][CH2:4][O:5][C:6]1[CH:11]=[CH:10][C:9]([NH2:12])=[CH:8][CH:7]=1.[Br:13][C:14]1[CH:15]=[C:16]2[C:21](=[CH:22][CH:23]=1)[N:20]=[C:19](Cl)[N:18]=[CH:17]2, predict the reaction product. The product is: [Br:13][C:14]1[CH:15]=[C:16]2[C:21](=[CH:22][CH:23]=1)[N:20]=[C:19]([NH:12][C:9]1[CH:10]=[CH:11][C:6]([O:5][CH2:4][CH2:3][O:2][CH3:1])=[CH:7][CH:8]=1)[N:18]=[CH:17]2. (8) Given the reactants [F:1][CH2:2][C:3]([NH:5][C:6]12[C:24](=[O:25])[C:23]3[C:18](=[CH:19][CH:20]=[CH:21][C:22]=3[N+:26]([O-])=O)[C:7]1([OH:29])[O:8][C:9]1[CH:14]=[C:13]([CH:15]([CH3:17])[CH3:16])[CH:12]=[CH:11][C:10]=12)=[O:4].O, predict the reaction product. The product is: [NH2:26][C:22]1[CH:21]=[CH:20][CH:19]=[C:18]2[C:23]=1[C:24](=[O:25])[C:6]1([NH:5][C:3](=[O:4])[CH2:2][F:1])[C:10]3[CH:11]=[CH:12][C:13]([CH:15]([CH3:16])[CH3:17])=[CH:14][C:9]=3[O:8][C:7]12[OH:29]. (9) Given the reactants [C:1]([C:5]1[CH:10]=[CH:9][C:8]([CH2:11][CH:12]=[CH:13][O:14]C)=[CH:7][CH:6]=1)([CH3:4])([CH3:3])[CH3:2].C(C1C=CC(C=O)=CC=1)(C)(C)C, predict the reaction product. The product is: [C:1]([C:5]1[CH:6]=[CH:7][C:8]([CH2:11][CH2:12][CH:13]=[O:14])=[CH:9][CH:10]=1)([CH3:4])([CH3:2])[CH3:3].